From a dataset of NCI-60 drug combinations with 297,098 pairs across 59 cell lines. Regression. Given two drug SMILES strings and cell line genomic features, predict the synergy score measuring deviation from expected non-interaction effect. (1) Drug 1: C1=CC(=CC=C1CC(C(=O)O)N)N(CCCl)CCCl.Cl. Drug 2: CC=C1C(=O)NC(C(=O)OC2CC(=O)NC(C(=O)NC(CSSCCC=C2)C(=O)N1)C(C)C)C(C)C. Cell line: 786-0. Synergy scores: CSS=44.4, Synergy_ZIP=-7.24, Synergy_Bliss=-0.244, Synergy_Loewe=0.163, Synergy_HSA=0.602. (2) Drug 1: CCC1=CC2CC(C3=C(CN(C2)C1)C4=CC=CC=C4N3)(C5=C(C=C6C(=C5)C78CCN9C7C(C=CC9)(C(C(C8N6C)(C(=O)OC)O)OC(=O)C)CC)OC)C(=O)OC.C(C(C(=O)O)O)(C(=O)O)O. Drug 2: CC(CN1CC(=O)NC(=O)C1)N2CC(=O)NC(=O)C2. Cell line: NCI/ADR-RES. Synergy scores: CSS=10.1, Synergy_ZIP=-0.457, Synergy_Bliss=6.61, Synergy_Loewe=6.36, Synergy_HSA=6.36.